This data is from Catalyst prediction with 721,799 reactions and 888 catalyst types from USPTO. The task is: Predict which catalyst facilitates the given reaction. Reactant: C([O:4][C@H:5]1[C@H:10]([O:11]C(=O)C)[C@H:9]([O:15]C(=O)C)[C@@H:8]([C:19]2[CH:24]=[CH:23][CH:22]=[C:21]([C:25]#[C:26][C@@H:27]3[C@@H:32]([OH:33])[C@@H:31]([OH:34])[C@H:30]([OH:35])[C@@H:29]([CH2:36][OH:37])[O:28]3)[CH:20]=2)[O:7][C@@H:6]1[CH2:38][O:39]C(=O)C)(=O)C.CO[Na]. Product: [OH:37][CH2:36][C@@H:29]1[C@@H:30]([OH:35])[C@H:31]([OH:34])[C@H:32]([OH:33])[C@@H:27]([C:26]#[C:25][C:21]2[CH:22]=[CH:23][CH:24]=[C:19]([C@@H:8]3[C@@H:9]([OH:15])[C@@H:10]([OH:11])[C@H:5]([OH:4])[C@@H:6]([CH2:38][OH:39])[O:7]3)[CH:20]=2)[O:28]1. The catalyst class is: 5.